From a dataset of Full USPTO retrosynthesis dataset with 1.9M reactions from patents (1976-2016). Predict the reactants needed to synthesize the given product. (1) Given the product [CH2:1]([N:8]1[CH2:13][CH2:12][CH:11]([C:14]#[C:15][C:29]2[CH:28]=[CH:27][CH:26]=[CH:25][C:24]=2[O:23][CH2:22][CH:17]2[CH2:16][CH2:21][CH2:20][CH2:19][CH2:18]2)[CH2:10][CH2:9]1)[C:2]1[CH:7]=[CH:6][CH:5]=[CH:4][CH:3]=1, predict the reactants needed to synthesize it. The reactants are: [CH2:1]([N:8]1[CH2:13][CH2:12][CH:11]([C:14]#[CH:15])[CH2:10][CH2:9]1)[C:2]1[CH:7]=[CH:6][CH:5]=[CH:4][CH:3]=1.[CH2:16]1[CH2:21][CH2:20][CH2:19][CH2:18][CH:17]1[CH2:22][O:23][C:24]1[CH:29]=[CH:28][CH:27]=[CH:26][C:25]=1Br.C(N(CC)CC)C.N. (2) The reactants are: O=C1C2C(=CC=C(NC([NH:14][C:15]3[CH:16]=[CH:17][CH:18]=[C:19]4[C:24]=3[N:23]=[CH:22][CH:21]=[CH:20]4)=O)C=2)N(CCC)N1.C(N1C2C(=CC([N+]([O-])=O)=CC=2)C(=O)N1)C=C. Given the product [NH2:14][C:15]1[CH:16]=[CH:17][CH:18]=[C:19]2[C:24]=1[N:23]=[CH:22][CH:21]=[CH:20]2, predict the reactants needed to synthesize it. (3) Given the product [C:1]([O:7][CH2:8][N:23]1[C:22](=[O:28])[C:21]2[C:26](=[CH:27][C:18]([O:17][CH2:10][C:11]3[CH:16]=[CH:15][CH:14]=[CH:13][CH:12]=3)=[C:19]([O:29][CH3:30])[CH:20]=2)[N:25]=[CH:24]1)(=[O:6])[C:2]([CH3:5])([CH3:4])[CH3:3], predict the reactants needed to synthesize it. The reactants are: [C:1]([O:7][CH2:8]Cl)(=[O:6])[C:2]([CH3:5])([CH3:4])[CH3:3].[CH2:10]([O:17][C:18]1[CH:27]=[C:26]2[C:21]([C:22](=[O:28])[NH:23][CH:24]=[N:25]2)=[CH:20][C:19]=1[O:29][CH3:30])[C:11]1[CH:16]=[CH:15][CH:14]=[CH:13][CH:12]=1.C(=O)([O-])[O-].[K+].[K+]. (4) Given the product [NH2:38][C:34]([CH3:37])([CH3:33])[C:35]#[C:36][C:2]1[CH:3]=[CH:4][C:5]([O:25][CH3:26])=[C:6]([C:8]([C:10]2[CH:11]=[N:12][C:13]([NH:16][C:17]3[CH:22]=[CH:21][C:20]([F:23])=[CH:19][C:18]=3[F:24])=[CH:14][CH:15]=2)=[O:9])[CH:7]=1, predict the reactants needed to synthesize it. The reactants are: Br[C:2]1[CH:3]=[CH:4][C:5]([O:25][CH3:26])=[C:6]([C:8]([C:10]2[CH:11]=[N:12][C:13]([NH:16][C:17]3[CH:22]=[CH:21][C:20]([F:23])=[CH:19][C:18]=3[F:24])=[CH:14][CH:15]=2)=[O:9])[CH:7]=1.C([O-])([O-])=O.[Cs+].[Cs+].[CH3:33][C:34]([NH2:38])([CH3:37])[C:35]#[CH:36]. (5) Given the product [CH3:18][NH:19][C:13]([C:8]1[C:7]2[C:11](=[CH:12][C:4]([N+:1]([O-:3])=[O:2])=[CH:5][CH:6]=2)[NH:10][CH:9]=1)=[O:15], predict the reactants needed to synthesize it. The reactants are: [N+:1]([C:4]1[CH:12]=[C:11]2[C:7]([C:8]([C:13]([OH:15])=O)=[CH:9][NH:10]2)=[CH:6][CH:5]=1)([O-:3])=[O:2].C(C1NC=CN=1)([C:18]1[NH:19]C=CN=1)=O.CN.Cl. (6) Given the product [Cl:1][C:2]1[CH:7]=[C:6]([O:8][C:9]2[CH:10]=[CH:11][C:12]([Cl:15])=[CH:13][CH:14]=2)[CH:5]=[CH:4][C:3]=1[C:16]([O:25][CH3:31])([CH:23]=[CH2:24])[CH2:17][N:18]1[CH:22]=[N:21][CH:20]=[N:19]1, predict the reactants needed to synthesize it. The reactants are: [Cl:1][C:2]1[CH:7]=[C:6]([O:8][C:9]2[CH:14]=[CH:13][C:12]([Cl:15])=[CH:11][CH:10]=2)[CH:5]=[CH:4][C:3]=1[C:16]([OH:25])([CH:23]=[CH2:24])[CH2:17][N:18]1[CH:22]=[N:21][CH:20]=[N:19]1.[H-].[Na+].CI.Cl[CH2:31]Cl.